From a dataset of Reaction yield outcomes from USPTO patents with 853,638 reactions. Predict the reaction yield, written as a fraction of the theoretical maximum amount of product (1.0 means a 100% yield; for example, 0.34 means a 34% yield). (1) The reactants are [Cl:1][C:2]1[C:3]([N:8]2[CH2:13][CH2:12][N:11]([CH2:14][C:15]3[CH:16]=[N:17][N:18]([CH2:21][CH3:22])[C:19]=3[CH3:20])[CH2:10][CH2:9]2)=[N:4][CH:5]=[CH:6][N:7]=1.C(=O)([O-])[O-].[K+].[K+].[C:29]([NH:32][CH2:33][C:34]1[CH:39]=[CH:38][C:37](B(O)O)=[CH:36][CH:35]=1)(=[O:31])[CH3:30].O. The catalyst is CN(C)C(=O)C.C1C=CC([P]([Pd]([P](C2C=CC=CC=2)(C2C=CC=CC=2)C2C=CC=CC=2)([P](C2C=CC=CC=2)(C2C=CC=CC=2)C2C=CC=CC=2)[P](C2C=CC=CC=2)(C2C=CC=CC=2)C2C=CC=CC=2)(C2C=CC=CC=2)C2C=CC=CC=2)=CC=1. The product is [ClH:1].[CH2:21]([N:18]1[C:19]([CH3:20])=[C:15]([CH2:14][N:11]2[CH2:12][CH2:13][N:8]([C:3]3[C:2]([C:37]4[CH:38]=[CH:39][C:34]([CH2:33][NH:32][C:29](=[O:31])[CH3:30])=[CH:35][CH:36]=4)=[N:7][CH:6]=[CH:5][N:4]=3)[CH2:9][CH2:10]2)[CH:16]=[N:17]1)[CH3:22]. The yield is 0.950. (2) The reactants are [O:1]1[CH2:3][CH:2]1[CH2:4][N:5]1[CH:9]=[C:8]([C:10]2[CH:15]=[N:14][CH:13]=[CH:12][N:11]=2)[C:7]([C:16]2[CH:21]=[CH:20][C:19]([C:22]([F:25])([F:24])[F:23])=[CH:18][CH:17]=2)=[N:6]1.[NH:26]1[CH2:31][CH2:30][CH:29]([N:32]2[C:37]3[CH:38]=[CH:39][CH:40]=[CH:41][C:36]=3[O:35][CH2:34][C:33]2=[O:42])[CH2:28][CH2:27]1.C(N(CC)CC)C. The yield is 0.210. The catalyst is CCO. The product is [OH:1][CH:2]([CH2:4][N:5]1[CH:9]=[C:8]([C:10]2[CH:15]=[N:14][CH:13]=[CH:12][N:11]=2)[C:7]([C:16]2[CH:21]=[CH:20][C:19]([C:22]([F:24])([F:25])[F:23])=[CH:18][CH:17]=2)=[N:6]1)[CH2:3][N:26]1[CH2:27][CH2:28][CH:29]([N:32]2[C:37]3[CH:38]=[CH:39][CH:40]=[CH:41][C:36]=3[O:35][CH2:34][C:33]2=[O:42])[CH2:30][CH2:31]1. (3) The reactants are [Br:1][C:2]1[CH:7]=[CH:6][C:5]([N:8]2C(C#N)=[C:15]3[C:10]([CH:11]=[C:12]([N+:22]([O-:24])=[O:23])[C:13]([CH:19]4[CH2:21][CH2:20]4)=[CH:14]3)=[N:9]2)=[CH:4][CH:3]=1.[OH-:25].[Na+].[CH2:27]([OH:29])[CH3:28]. The catalyst is O. The product is [Br:1][C:2]1[CH:7]=[CH:6][C:5]([N:8]2[C:28]([C:27]([OH:25])=[O:29])=[C:15]3[C:10]([CH:11]=[C:12]([N+:22]([O-:24])=[O:23])[C:13]([CH:19]4[CH2:21][CH2:20]4)=[CH:14]3)=[N:9]2)=[CH:4][CH:3]=1. The yield is 0.630. (4) The reactants are Cl.[Br:2][C:3]1[CH:4]=[C:5]([Cl:11])[C:6]([CH2:9][NH2:10])=[N:7][CH:8]=1.[C:12]1(=O)[O:17][C:15](=[O:16])[C:14]2=[CH:18][CH:19]=[CH:20][CH:21]=[C:13]12. The catalyst is C1(C)C=CC=CC=1. The product is [Br:2][C:3]1[CH:4]=[C:5]([Cl:11])[C:6]([CH2:9][N:10]2[C:15](=[O:16])[C:14]3[C:13](=[CH:21][CH:20]=[CH:19][CH:18]=3)[C:12]2=[O:17])=[N:7][CH:8]=1. The yield is 0.650. (5) The reactants are [C:1]([O:5][C:6]([N:8]1[CH2:13][CH2:12][N:11]([C:14]2[N:19]=[C:18]([C:20]3[CH:25]=[CH:24][N:23]=[C:22]([F:26])[CH:21]=3)[C:17]([C:27]3[CH:32]=[CH:31][CH:30]=[CH:29][CH:28]=3)=[C:16]([C:33](O)=[O:34])[CH:15]=2)[CH2:10][CH2:9]1)=[O:7])([CH3:4])([CH3:3])[CH3:2].C[N:37](C(ON1N=NC2C=CC=NC1=2)=[N+](C)C)C.F[P-](F)(F)(F)(F)F.CCN(C(C)C)C(C)C.[NH4+].[Cl-]. The catalyst is CN(C=O)C. The product is [C:1]([O:5][C:6]([N:8]1[CH2:13][CH2:12][N:11]([C:14]2[N:19]=[C:18]([C:20]3[CH:25]=[CH:24][N:23]=[C:22]([F:26])[CH:21]=3)[C:17]([C:27]3[CH:32]=[CH:31][CH:30]=[CH:29][CH:28]=3)=[C:16]([C:33](=[O:34])[NH2:37])[CH:15]=2)[CH2:10][CH2:9]1)=[O:7])([CH3:2])([CH3:4])[CH3:3]. The yield is 0.510. (6) The reactants are [Cl:1][C:2]1[CH:3]=[C:4]([CH:21]=[CH:22][C:23]=1[NH:24][C:25]([NH:27][CH2:28][CH3:29])=[O:26])[O:5][C:6]1[C:15]2[C:10](=[CH:11][C:12]([O:19][CH3:20])=[C:13]([C:16]([OH:18])=O)[CH:14]=2)[N:9]=[CH:8][CH:7]=1.CN.CO.[CH2:34]([N:36](CC)CC)C.F[P-](F)(F)(F)(F)F.CN([PH+](N(C)C)N(C)C)C. The catalyst is CN(C)C=O.O.C(OCC)(=O)C. The product is [CH3:34][NH:36][C:16]([C:13]1[CH:14]=[C:15]2[C:10](=[CH:11][C:12]=1[O:19][CH3:20])[N:9]=[CH:8][CH:7]=[C:6]2[O:5][C:4]1[CH:21]=[CH:22][C:23]([NH:24][C:25]([NH:27][CH2:28][CH3:29])=[O:26])=[C:2]([Cl:1])[CH:3]=1)=[O:18]. The yield is 0.740. (7) The reactants are C(OCC)C.[NH2:6][C:7]1[CH:16]=[CH:15][C:14]([C:17]([C:19]2[N:23]3[CH:24]=[CH:25][CH:26]=[CH:27][C:22]3=[C:21]([N:28]=C(C3C=CC=CC=3)C3C=CC=CC=3)[N:20]=2)=[O:18])=[CH:13][C:8]=1[C:9]([O:11][CH3:12])=[O:10].[Cl:42]CCl. The yield is 0.840. The product is [ClH:42].[NH2:6][C:7]1[CH:16]=[CH:15][C:14]([C:17]([C:19]2[N:23]3[CH:24]=[CH:25][CH:26]=[CH:27][C:22]3=[C:21]([NH2:28])[N:20]=2)=[O:18])=[CH:13][C:8]=1[C:9]([O:11][CH3:12])=[O:10]. The catalyst is CO. (8) The yield is 0.950. The catalyst is C(Cl)Cl.CCOC(C)=O. The product is [Cl:1][C:2]1[CH:7]=[CH:6][C:5]([S:8]([NH:11][C:22]2[CH:21]=[CH:20][CH:19]=[CH:18][C:17]=2[O:16][CH3:15])(=[O:9])=[O:10])=[CH:4][C:3]=1[N+:12]([O-:14])=[O:13]. The reactants are [Cl:1][C:2]1[CH:7]=[CH:6][C:5]([S:8]([NH2:11])(=[O:10])=[O:9])=[CH:4][C:3]=1[N+:12]([O-:14])=[O:13].[CH3:15][O:16][C:17]1[C:18](N)=[CH:19][CH:20]=[CH:21][CH:22]=1.N1C=CC=CC=1.